This data is from Forward reaction prediction with 1.9M reactions from USPTO patents (1976-2016). The task is: Predict the product of the given reaction. (1) Given the reactants [CH2:1]([N:3]([CH2:25][CH3:26])[C:4]([C:6]1[CH:11]=[C:10]([Sn](CCCC)(CCCC)CCCC)[CH:9]=[CH:8][N:7]=1)=[O:5])[CH3:2].[Cl:27][C:28]1[N:33]=[C:32](Cl)[CH:31]=[CH:30][N:29]=1.ClCCl, predict the reaction product. The product is: [Cl:27][C:28]1[N:33]=[C:32]([C:10]2[CH:9]=[CH:8][N:7]=[C:6]([C:4]([N:3]([CH2:1][CH3:2])[CH2:25][CH3:26])=[O:5])[CH:11]=2)[CH:31]=[CH:30][N:29]=1. (2) Given the reactants Br.[OH:2][C:3]1[CH:4]=[C:5]2[C:10](=[CH:11][C:12]=1[OH:13])[CH2:9][NH:8][CH2:7][CH2:6]2.[CH2:14]([N:22]=[C:23]=[S:24])[CH2:15][C:16]1[CH:21]=[CH:20][CH:19]=[CH:18][CH:17]=1, predict the reaction product. The product is: [C:16]1([CH2:15][CH2:14][NH:22][C:23]([N:8]2[CH2:7][CH2:6][C:5]3[C:10](=[CH:11][C:12]([OH:13])=[C:3]([OH:2])[CH:4]=3)[CH2:9]2)=[S:24])[CH:21]=[CH:20][CH:19]=[CH:18][CH:17]=1.